Task: Predict the reactants needed to synthesize the given product.. Dataset: Full USPTO retrosynthesis dataset with 1.9M reactions from patents (1976-2016) (1) The reactants are: Cl.FC1C=C(C=CC=1)CN1C=C(C2C3C(=NC=C(C4C=CC(C5CCNCC5)=CC=4)C=3)N(S(C3C=CC(C)=CC=3)(=O)=O)C=2)C=N1.[F:46][C:47]1[CH:48]=[C:49]([CH:91]=[CH:92][CH:93]=1)[CH2:50][N:51]1[CH:55]=[C:54]([C:56]2[C:64]3[C:59](=[N:60][CH:61]=[C:62]([C:65]4[CH:66]=[N:67][C:68]([N:71]5[CH2:76][CH2:75][N:74]([CH2:77][CH2:78][O:79][CH3:80])[CH2:73][CH2:72]5)=[CH:69][CH:70]=4)[CH:63]=3)[N:58](S(C3C=CC(C)=CC=3)(=O)=O)[CH:57]=2)[CH:53]=[N:52]1.[OH-].[Li+]. Given the product [F:46][C:47]1[CH:48]=[C:49]([CH:91]=[CH:92][CH:93]=1)[CH2:50][N:51]1[CH:55]=[C:54]([C:56]2[C:64]3[C:59](=[N:60][CH:61]=[C:62]([C:65]4[CH:66]=[N:67][C:68]([N:71]5[CH2:72][CH2:73][N:74]([CH2:77][CH2:78][O:79][CH3:80])[CH2:75][CH2:76]5)=[CH:69][CH:70]=4)[CH:63]=3)[NH:58][CH:57]=2)[CH:53]=[N:52]1, predict the reactants needed to synthesize it. (2) Given the product [CH:5]([C:7]1[CH:8]=[C:1]([NH2:3])[N:26]([C:23]2[CH:24]=[CH:25][C:20]([CH3:28])=[CH:21][CH:22]=2)[N:27]=1)([CH3:6])[CH3:4], predict the reactants needed to synthesize it. The reactants are: [C:1](#[N:3])C.[CH3:4][C:5]([O-])([CH2:7][CH3:8])[CH3:6].[K+].C(OCC)(=O)C(C)C.Cl.[C:20]1([CH3:28])[CH:25]=[CH:24][C:23]([NH:26][NH2:27])=[CH:22][CH:21]=1.Cl.